Task: Predict the reaction yield, written as a fraction of the theoretical maximum amount of product (1.0 means a 100% yield; for example, 0.34 means a 34% yield).. Dataset: Reaction yield outcomes from USPTO patents with 853,638 reactions (1) The product is [CH2:35]([O:34][C:32]([N:27]1[CH:14]([C:12]([OH:18])=[O:13])[CH2:31][C:29]2([CH2:30][CH2:26]2)[CH2:28]1)=[O:33])[C:36]1[CH:37]=[CH:38][CH:39]=[CH:40][CH:41]=1. The catalyst is C(Cl)Cl.[Os](=O)(=O)(=O)=O.O.CC(C)=O. The reactants are C([Zn]CC)C.CCCCCC.[C:12]([OH:18])([C:14](F)(F)F)=[O:13].C(I)I.COC([CH:26]1[CH2:30][C:29](=[CH2:31])[CH2:28][N:27]1[C:32]([O:34][CH2:35][C:36]1[CH:41]=[CH:40][CH:39]=[CH:38][CH:37]=1)=[O:33])=O.C[N+]1([O-])CCOCC1. The yield is 0.650. (2) The reactants are C([O:4][CH2:5][CH2:6][CH2:7][CH2:8][CH2:9][CH:10]([CH3:22])[CH2:11][CH2:12][CH2:13][CH:14]([CH3:21])[CH2:15][CH2:16][CH2:17][CH:18]([CH3:20])[CH3:19])(=O)C.[OH-].[K+]. The catalyst is CO. The product is [CH3:22][CH:10]([CH2:11][CH2:12][CH2:13][CH:14]([CH3:21])[CH2:15][CH2:16][CH2:17][CH:18]([CH3:20])[CH3:19])[CH2:9][CH2:8][CH2:7][CH2:6][CH2:5][OH:4]. The yield is 0.983. (3) The reactants are [Br:1][C:2]1[CH:11]=[CH:10][C:9]2[O:8][C:7]3([CH3:16])[CH2:12][CH2:13][O:14][CH2:15][CH:6]3[C:5](=O)[C:4]=2[CH:3]=1.[C:18]1(C)C=CC=CC=1. The catalyst is O1CCCC1.[CH3-].C[Al+]C.[CH-]1C=CC=C1.[CH-]1C=CC=C1.[Cl-].[Ti+3]. The product is [Br:1][C:2]1[CH:11]=[CH:10][C:9]2[O:8][C:7]3([CH3:16])[CH2:12][CH2:13][O:14][CH2:15][CH:6]3[C:5](=[CH2:18])[C:4]=2[CH:3]=1. The yield is 0.600. (4) The reactants are Br[C:2]1[CH:3]=[CH:4][CH:5]=[C:6]2[C:11]=1[N:10]=[C:9]([NH:12][C@H:13]1[CH2:18][CH2:17][C@H:16]([OH:19])[CH2:15][CH2:14]1)[N:8]=[CH:7]2.C1(C)C=CC=CC=1.CCN(C(C)C)C(C)C.[CH3:36][S:37]([N:40]1[CH2:44][CH:43]=[CH:42][CH2:41]1)(=[O:39])=[O:38]. The yield is 0.230. The product is [CH3:36][S:37]([N:40]1[CH2:44][CH2:43][C:42]([C:2]2[CH:3]=[CH:4][CH:5]=[C:6]3[C:11]=2[N:10]=[C:9]([NH:12][C@H:13]2[CH2:18][CH2:17][C@H:16]([OH:19])[CH2:15][CH2:14]2)[N:8]=[CH:7]3)=[CH:41]1)(=[O:39])=[O:38]. The catalyst is O.CC([O-])=O.CC([O-])=O.[Pd+2].